Dataset: CYP2D6 inhibition data for predicting drug metabolism from PubChem BioAssay. Task: Regression/Classification. Given a drug SMILES string, predict its absorption, distribution, metabolism, or excretion properties. Task type varies by dataset: regression for continuous measurements (e.g., permeability, clearance, half-life) or binary classification for categorical outcomes (e.g., BBB penetration, CYP inhibition). Dataset: cyp2d6_veith. (1) The molecule is Clc1ccc(CO[C@@H](Cn2ccnc2)c2ccc(Cl)cc2Cl)cc1. The result is 1 (inhibitor). (2) The compound is CS(=O)(=O)Nc1cccc(-c2nc(Nc3ccncc3)c3ccccc3n2)c1. The result is 1 (inhibitor). (3) The compound is O=C(c1ccc2c(c1)N(Cc1ccccc1)C(=O)CS2)N1CCOCC1. The result is 0 (non-inhibitor).